From a dataset of Full USPTO retrosynthesis dataset with 1.9M reactions from patents (1976-2016). Predict the reactants needed to synthesize the given product. (1) Given the product [F:26][C:27]([F:37])([F:36])[C:28]1[CH:35]=[CH:34][C:31]([CH2:32][N:6]2[C:7]3[C:12](=[CH:11][C:10]([O:13][CH2:14][C:15]([O:17][CH2:18][CH3:19])=[O:16])=[CH:9][CH:8]=3)[C:4]([CH:3]=[N:2][O:1][CH2:32][C:31]3[CH:30]=[CH:29][C:28]([C:27]([F:26])([F:36])[F:37])=[CH:35][CH:34]=3)=[CH:5]2)=[CH:30][CH:29]=1, predict the reactants needed to synthesize it. The reactants are: [OH:1][N:2]=[CH:3][C:4]1[C:12]2[C:7](=[CH:8][CH:9]=[C:10]([O:13][CH2:14][C:15]([O:17][CH2:18][CH3:19])=[O:16])[CH:11]=2)[NH:6][CH:5]=1.C(=O)([O-])[O-].[Cs+].[Cs+].[F:26][C:27]([F:37])([F:36])[C:28]1[CH:35]=[CH:34][C:31]([CH2:32]Br)=[CH:30][CH:29]=1. (2) Given the product [Cl:21][C:22]1[N:27]=[C:26]([Cl:28])[C:25]([CH:29]([OH:33])[CH:30]([CH3:32])[CH3:31])=[CH:24][N:23]=1, predict the reactants needed to synthesize it. The reactants are: C(NC(C)C)(C)C.C([Li])CCC.[Li+].CC([N-]C(C)C)C.[Cl:21][C:22]1[N:27]=[C:26]([Cl:28])[CH:25]=[CH:24][N:23]=1.[CH:29](=[O:33])[CH:30]([CH3:32])[CH3:31].